From a dataset of Forward reaction prediction with 1.9M reactions from USPTO patents (1976-2016). Predict the product of the given reaction. (1) Given the reactants [Br:1][C:2]1[CH:3]=[C:4]2[NH:10][CH:9]=[CH:8][C:5]2=[N:6][CH:7]=1.[F:11][C:12]1[CH:17]=[CH:16][C:15](I)=[CH:14][CH:13]=1.C([O-])([O-])=O.[Cs+].[Cs+].CN[C@H]1CCCC[C@@H]1NC, predict the reaction product. The product is: [Br:1][C:2]1[CH:3]=[C:4]2[N:10]([C:15]3[CH:16]=[CH:17][C:12]([F:11])=[CH:13][CH:14]=3)[CH:9]=[CH:8][C:5]2=[N:6][CH:7]=1. (2) The product is: [C:24]12([C:28]([O:30][CH3:31])=[O:29])[CH2:23][C:22]([C:32]([O:34][CH3:35])=[O:33])([CH2:27][CH2:26][CH2:25]1)[CH2:21][CH2:20][CH2:19]2. Given the reactants C([N-]C(C)C)(C)C.[Li+].CN1C(=O)N(C)CCC1.Cl[CH2:19][CH2:20][CH2:21][C:22]1([C:32]([O:34][CH3:35])=[O:33])[CH2:27][CH2:26][CH2:25][CH:24]([C:28]([O:30][CH3:31])=[O:29])[CH2:23]1, predict the reaction product. (3) Given the reactants Br[C:2]1[CH:28]=[C:5]2[CH2:6][N:7]([C:10]([O:12][CH2:13][C:14]3[CH:19]=[C:18]([C:20]([F:23])([F:22])[F:21])[CH:17]=[C:16]([C:24]([F:27])([F:26])[F:25])[CH:15]=3)=[O:11])[CH2:8][CH2:9][N:4]2[N:3]=1.[N:29]1(C(OC(C)(C)C)=O)[CH2:34][CH2:33][NH:32][CH2:31][CH2:30]1, predict the reaction product. The product is: [N:29]1([C:2]2[CH:28]=[C:5]3[CH2:6][N:7]([C:10]([O:12][CH2:13][C:14]4[CH:19]=[C:18]([C:20]([F:23])([F:22])[F:21])[CH:17]=[C:16]([C:24]([F:27])([F:26])[F:25])[CH:15]=4)=[O:11])[CH2:8][CH2:9][N:4]3[N:3]=2)[CH2:34][CH2:33][NH:32][CH2:31][CH2:30]1. (4) Given the reactants [H-].[H-].[H-].[H-].[Li+].[Al+3].[C:7]([O:11][C:12](=[O:39])[NH:13][CH:14]([C:33](=[O:38])N(OC)C)[CH2:15][CH:16]1[C:24]2[C:19](=[CH:20][CH:21]=[CH:22][CH:23]=2)[N:18]([CH2:25][C:26]2[CH:31]=[CH:30][CH:29]=[CH:28][CH:27]=2)[CH:17]1C)([CH3:10])([CH3:9])[CH3:8].C(C(C(C([O-])=O)O)O)([O-])=O.[K+].[Na+], predict the reaction product. The product is: [C:7]([O:11][C:12](=[O:39])[NH:13][CH:14]([CH:33]=[O:38])[CH2:15][C:16]1[C:24]2[C:19](=[CH:20][CH:21]=[CH:22][CH:23]=2)[N:18]([CH2:25][C:26]2[CH:27]=[CH:28][CH:29]=[CH:30][CH:31]=2)[CH:17]=1)([CH3:8])([CH3:10])[CH3:9].